From a dataset of Catalyst prediction with 721,799 reactions and 888 catalyst types from USPTO. Predict which catalyst facilitates the given reaction. (1) Reactant: [CH2:1]([O:3][C:4](=[O:21])[CH2:5][C:6]1[CH:11]=[CH:10][CH:9]=[C:8]([O:12][C:13]2[CH:18]=[CH:17][CH:16]=[CH:15][C:14]=2[CH:19]=[O:20])[CH:7]=1)[CH3:2].[BH4-].[Na+]. Product: [CH2:1]([O:3][C:4](=[O:21])[CH2:5][C:6]1[CH:11]=[CH:10][CH:9]=[C:8]([O:12][C:13]2[CH:18]=[CH:17][CH:16]=[CH:15][C:14]=2[CH2:19][OH:20])[CH:7]=1)[CH3:2]. The catalyst class is: 5. (2) Reactant: Br[C:2]1[S:3][CH:4]=[C:5]([NH:7][C:8]([NH:10][C:11]2[CH:16]=[CH:15][CH:14]=[C:13]([CH2:17][N:18]3[CH2:23][CH2:22][CH2:21][CH2:20][CH2:19]3)[N:12]=2)=[O:9])[N:6]=1.[CH3:24][O:25][C:26]1[CH:31]=[CH:30][C:29](B(O)O)=[CH:28][CH:27]=1.C([O-])([O-])=O.[Na+].[Na+]. Product: [CH3:24][O:25][C:26]1[CH:31]=[CH:30][C:29]([C:2]2[S:3][CH:4]=[C:5]([NH:7][C:8]([NH:10][C:11]3[CH:16]=[CH:15][CH:14]=[C:13]([CH2:17][N:18]4[CH2:23][CH2:22][CH2:21][CH2:20][CH2:19]4)[N:12]=3)=[O:9])[N:6]=2)=[CH:28][CH:27]=1. The catalyst class is: 622. (3) Reactant: [NH:1]1[C:5]2[CH:6]=[CH:7][CH:8]=[CH:9][C:4]=2[N:3]=[N:2]1.[N+]([O-])([O-])=O.[Ag+:14]. Product: [Ag:14].[NH:1]1[C:5]2[CH:6]=[CH:7][CH:8]=[CH:9][C:4]=2[N:3]=[N:2]1. The catalyst class is: 6. (4) The catalyst class is: 42. Product: [CH:1]1([C:4]2[CH:5]=[N:6][C:7]([N:14]([C:21]3[CH:22]=[C:23]4[C:27](=[CH:28][CH:29]=3)[N:26]([CH2:37][C:36]3[CH:39]=[CH:40][CH:41]=[C:34]([O:33][CH3:32])[CH:35]=3)[CH:25]=[CH:24]4)[C:15](=[O:20])[C:16]([F:17])([F:19])[F:18])=[C:8]([CH:13]=2)[C:9]([O:11][CH3:12])=[O:10])[CH2:3][CH2:2]1. Reactant: [CH:1]1([C:4]2[CH:5]=[N:6][C:7]([N:14]([C:21]3[CH:22]=[C:23]4[C:27](=[CH:28][CH:29]=3)[NH:26][CH:25]=[CH:24]4)[C:15](=[O:20])[C:16]([F:19])([F:18])[F:17])=[C:8]([CH:13]=2)[C:9]([O:11][CH3:12])=[O:10])[CH2:3][CH2:2]1.[H-].[Na+].[CH3:32][O:33][C:34]1[CH:35]=[C:36]([CH:39]=[CH:40][CH:41]=1)[CH2:37]Br.[Cl-].[Na+]. (5) Reactant: [CH2:1]([C:3]1[N:12]([CH3:13])[C:11](=[O:14])[C:10]2[C:5](=[CH:6][CH:7]=[CH:8][CH:9]=2)[N:4]=1)[CH3:2].C([O-])(=O)C.[Na+].[Br:20]Br. Product: [Br:20][CH:1]([C:3]1[N:12]([CH3:13])[C:11](=[O:14])[C:10]2[C:5](=[CH:6][CH:7]=[CH:8][CH:9]=2)[N:4]=1)[CH3:2]. The catalyst class is: 15.